Dataset: Forward reaction prediction with 1.9M reactions from USPTO patents (1976-2016). Task: Predict the product of the given reaction. (1) Given the reactants Cl[CH:2]([CH3:29])[C:3]([NH:5][C:6]1[CH:7]=[C:8]([NH:14][C:15]([C:17]2[CH:22]=[CH:21][C:20]([C:23]3[CH:28]=[CH:27][CH:26]=[CH:25][CH:24]=3)=[CH:19][CH:18]=2)=[O:16])[CH:9]=[CH:10][C:11]=1[O:12][CH3:13])=[O:4].C(N(CC)CC)C.Cl.[CH:38]12[O:45][CH:42]([CH2:43][CH2:44]1)[CH2:41][NH:40][CH2:39]2.[I-].[K+], predict the reaction product. The product is: [CH3:13][O:12][C:11]1[CH:10]=[CH:9][C:8]([NH:14][C:15]([C:17]2[CH:22]=[CH:21][C:20]([C:23]3[CH:28]=[CH:27][CH:26]=[CH:25][CH:24]=3)=[CH:19][CH:18]=2)=[O:16])=[CH:7][C:6]=1[NH:5][C:3](=[O:4])[C@H:2]([N:40]1[CH2:39][CH:38]2[O:45][CH:42]([CH2:43][CH2:44]2)[CH2:41]1)[CH3:29]. (2) Given the reactants [Cl:1][C:2]1[C:11]([O:12][CH:13]([CH3:15])[CH3:14])=[CH:10][C:5]([C:6]([O:8]C)=[O:7])=[CH:4][C:3]=1[O:16][CH:17]([CH3:19])[CH3:18].[OH-].[Na+].Cl, predict the reaction product. The product is: [Cl:1][C:2]1[C:11]([O:12][CH:13]([CH3:14])[CH3:15])=[CH:10][C:5]([C:6]([OH:8])=[O:7])=[CH:4][C:3]=1[O:16][CH:17]([CH3:19])[CH3:18]. (3) Given the reactants [NH2:1][C:2]1[C:3]([CH3:9])=[N:4][C:5]([Cl:8])=[CH:6][CH:7]=1.[CH3:10][S:11](Cl)(=[O:13])=[O:12], predict the reaction product. The product is: [Cl:8][C:5]1[N:4]=[C:3]([CH3:9])[C:2]([NH:1][S:11]([CH3:10])(=[O:13])=[O:12])=[CH:7][CH:6]=1. (4) Given the reactants Br[CH2:2][C:3]1[C:12]([O:13][C:14]2[CH:19]=[CH:18][C:17]([N+:20]([O-:22])=[O:21])=[CH:16][C:15]=2[Cl:23])=[CH:11][CH:10]=[CH:9][C:4]=1[C:5](OC)=[O:6].[NH3:24].O1CCCC1, predict the reaction product. The product is: [Cl:23][C:15]1[CH:16]=[C:17]([N+:20]([O-:22])=[O:21])[CH:18]=[CH:19][C:14]=1[O:13][C:12]1[CH:11]=[CH:10][CH:9]=[C:4]2[C:3]=1[CH2:2][NH:24][C:5]2=[O:6]. (5) Given the reactants [CH3:1][C:2]1[CH:7]=[C:6]([CH3:8])[CH:5]=[C:4]([CH3:9])[C:3]=1[S:10]([O:13]/[N:14]=C(/OCC)\C)(=[O:12])=[O:11], predict the reaction product. The product is: [CH3:1][C:2]1[CH:7]=[C:6]([CH3:8])[CH:5]=[C:4]([CH3:9])[C:3]=1[S:10]([O:13][NH2:14])(=[O:11])=[O:12]. (6) Given the reactants [CH3:1][CH:2]([CH2:14][CH3:15])[CH2:3][NH:4][CH2:5][C:6]1[S:10][C:9](B(O)O)=[CH:8][CH:7]=1.Br[C:17]1[CH:18]=[C:19]2[C:23](=[C:24]([C:26]([NH2:28])=[O:27])[CH:25]=1)[NH:22][CH:21]=[C:20]2[CH:29]1[CH2:34][CH2:33][N:32]([S:35]([CH2:38][CH3:39])(=[O:37])=[O:36])[CH2:31][CH2:30]1.C([O-])([O-])=O.[K+].[K+].O1CCOCC1, predict the reaction product. The product is: [CH2:38]([S:35]([N:32]1[CH2:31][CH2:30][CH:29]([C:20]2[C:19]3[C:23](=[C:24]([C:26]([NH2:28])=[O:27])[CH:25]=[C:17]([C:9]4[S:10][C:6]([CH2:5][NH:4][CH2:3][CH:2]([CH3:1])[CH2:14][CH3:15])=[CH:7][CH:8]=4)[CH:18]=3)[NH:22][CH:21]=2)[CH2:34][CH2:33]1)(=[O:37])=[O:36])[CH3:39]. (7) Given the reactants [N:1]([C:4]1[CH:5]=[N:6][CH:7]=[CH:8][CH:9]=1)=[N+:2]=[N-:3].[C:10]([C:12]1[CH2:13][CH2:14][N:15]([C:18]([O:20][C:21]([CH3:24])([CH3:23])[CH3:22])=[O:19])[CH2:16][CH:17]=1)#[CH:11], predict the reaction product. The product is: [N:6]1[CH:7]=[CH:8][CH:9]=[C:4]([N:1]2[CH:11]=[C:10]([C:12]3[CH2:17][CH2:16][N:15]([C:18]([O:20][C:21]([CH3:24])([CH3:23])[CH3:22])=[O:19])[CH2:14][CH:13]=3)[N:3]=[N:2]2)[CH:5]=1.